This data is from Retrosynthesis with 50K atom-mapped reactions and 10 reaction types from USPTO. The task is: Predict the reactants needed to synthesize the given product. (1) Given the product CC(C)C(=O)Nc1ccc(C(=O)O)cc1N, predict the reactants needed to synthesize it. The reactants are: CCOC(=O)c1ccc(NC(=O)C(C)C)c(N)c1. (2) Given the product CCOC(=O)c1ncc2[nH]c3ccc(N)cc3c2c1C, predict the reactants needed to synthesize it. The reactants are: CCOC(=O)c1ncc2[nH]c3ccc([N+](=O)[O-])cc3c2c1C. (3) Given the product COCCOCC1(CNC(=O)[C@H]2C[C@@H](NS(=O)(=O)c3ccc(F)cc3)CN(C(=O)OCC3c4ccccc4-c4ccccc43)C2)c2ccccc2Oc2ccccc21, predict the reactants needed to synthesize it. The reactants are: COCCOCC1(CNC(=O)[C@H]2C[C@@H](N)CN(C(=O)OCC3c4ccccc4-c4ccccc43)C2)c2ccccc2Oc2ccccc21.O=S(=O)(Cl)c1ccc(F)cc1. (4) Given the product O/N=C1/CCN(c2c[nH]c3cccnc23)C1, predict the reactants needed to synthesize it. The reactants are: Nc1c[nH]c2cccnc12.ON=C(CCl)CCCl. (5) Given the product Cc1ccc(S(=O)(=O)OCCCCCCO)cc1, predict the reactants needed to synthesize it. The reactants are: Cc1ccc(S(=O)(=O)Cl)cc1.OCCCCCCO.